This data is from Reaction yield outcomes from USPTO patents with 853,638 reactions. The task is: Predict the reaction yield, written as a fraction of the theoretical maximum amount of product (1.0 means a 100% yield; for example, 0.34 means a 34% yield). (1) The yield is 0.920. The reactants are Br[C:2]1[CH:7]=[CH:6][C:5]([C:8]2([O:12][Si:13]([C:16]([CH3:19])([CH3:18])[CH3:17])([CH3:15])[CH3:14])[CH2:11][O:10][CH2:9]2)=[CH:4][CH:3]=1.[Li]CCCC.[CH3:25][C:26]1([CH3:42])[C:30]([CH3:32])([CH3:31])[O:29][B:28]([B:28]2[O:29][C:30]([CH3:32])([CH3:31])[C:26]([CH3:42])([CH3:25])[O:27]2)[O:27]1. The catalyst is C1COCC1. The product is [C:16]([Si:13]([CH3:15])([CH3:14])[O:12][C:8]1([C:5]2[CH:6]=[CH:7][C:2]([B:28]3[O:29][C:30]([CH3:32])([CH3:31])[C:26]([CH3:42])([CH3:25])[O:27]3)=[CH:3][CH:4]=2)[CH2:11][O:10][CH2:9]1)([CH3:19])([CH3:18])[CH3:17]. (2) The reactants are [N+:1]([C:4]1[CH:5]=[C:6]([CH:18]=[CH:19][CH:20]=1)[O:7][C:8]1[CH:9]=[CH:10][C:11]2[CH2:15][O:14][B:13]([OH:16])[C:12]=2[CH:17]=1)([O-])=O.[H][H]. The catalyst is C(OCC)(=O)C.[Pd]. The product is [NH2:1][C:4]1[CH:5]=[C:6]([CH:18]=[CH:19][CH:20]=1)[O:7][C:8]1[CH:9]=[CH:10][C:11]2[CH2:15][O:14][B:13]([OH:16])[C:12]=2[CH:17]=1. The yield is 0.760. (3) The reactants are [H-].[Na+].[O:3]=[C:4]1[CH2:10][CH2:9][N:8]([C:11]([O:13][C:14]([CH3:17])([CH3:16])[CH3:15])=[O:12])[CH2:7][CH2:6][CH:5]1[C:18]([O:20][CH2:21][CH3:22])=[O:19].[B-](F)(F)(F)[F:24].[B-](F)(F)(F)F.C1[N+]2(CCl)CC[N+](F)(CC2)C1. The catalyst is C1COCC1.CN(C=O)C. The product is [F:24][C:5]1([C:18]([O:20][CH2:21][CH3:22])=[O:19])[C:4](=[O:3])[CH2:10][CH2:9][N:8]([C:11]([O:13][C:14]([CH3:17])([CH3:16])[CH3:15])=[O:12])[CH2:7][CH2:6]1. The yield is 0.740. (4) The reactants are [N+:1]([C:4]1[CH:22]=[CH:21][C:7]([O:8][CH2:9][C:10]2[O:14][N:13]=[C:12]([C:15]3[CH:20]=[CH:19][CH:18]=[CH:17][CH:16]=3)[N:11]=2)=[CH:6][CH:5]=1)([O-])=O.S(S([O-])=O)([O-])=O.[Na+].[Na+].C([O-])([O-])=O.[K+].[K+]. The catalyst is CO.C(Cl)Cl. The product is [NH2:1][C:4]1[CH:22]=[CH:21][C:7]([O:8][CH2:9][C:10]2[O:14][N:13]=[C:12]([C:15]3[CH:20]=[CH:19][CH:18]=[CH:17][CH:16]=3)[N:11]=2)=[CH:6][CH:5]=1. The yield is 0.510. (5) The reactants are Cl[C:2]1[CH:11]=[N:10][C:9]2[C:4](=[CH:5][CH:6]=[C:7]([O:12][CH3:13])[CH:8]=2)[N:3]=1.[CH3:14][O:15][C:16]1[CH:21]=[C:20]([O:22][CH3:23])[CH:19]=[CH:18][C:17]=1[CH2:24][NH2:25].C(OCC)(=O)C. The catalyst is CS(C)=O. The product is [CH3:14][O:15][C:16]1[CH:21]=[C:20]([O:22][CH3:23])[CH:19]=[CH:18][C:17]=1[CH2:24][NH:25][C:2]1[CH:11]=[N:10][C:9]2[C:4](=[CH:5][CH:6]=[C:7]([O:12][CH3:13])[CH:8]=2)[N:3]=1. The yield is 0.870. (6) The reactants are [NH2:1][C:2]1[CH:7]=[CH:6][N:5]=[CH:4][N:3]=1.C1N2CCN(CC2)C1.[Cl:16][C:17]1[CH:18]=[C:19]([S:24](Cl)(=[O:26])=[O:25])[CH:20]=[CH:21][C:22]=1[F:23]. The catalyst is C(#N)C. The product is [Cl:16][C:17]1[CH:18]=[C:19]([S:24]([NH:1][C:2]2[CH:7]=[CH:6][N:5]=[CH:4][N:3]=2)(=[O:25])=[O:26])[CH:20]=[CH:21][C:22]=1[F:23]. The yield is 0.270. (7) The reactants are [CH3:1][C:2]([C:6]1[N:10]=[CH:9][NH:8][C:7]=1[CH2:11][OH:12])([CH3:5])[CH:3]=[CH2:4]. The catalyst is CC(C)=O.[O-2].[O-2].[Mn+4]. The product is [CH3:5][C:2]([C:6]1[N:10]=[CH:9][NH:8][C:7]=1[CH:11]=[O:12])([CH3:1])[CH:3]=[CH2:4]. The yield is 0.510. (8) The reactants are [Br:1][C:2]1[CH:7]=[CH:6][C:5]([C:8](=NN(C)C)[C:9](=[O:14])[C:10]([F:13])([F:12])[F:11])=[CH:4][CH:3]=1.S(=O)(=O)(O)[OH:20]. No catalyst specified. The product is [Br:1][C:2]1[CH:7]=[CH:6][C:5]([C:8](=[O:20])[C:9](=[O:14])[C:10]([F:13])([F:12])[F:11])=[CH:4][CH:3]=1. The yield is 0.920.